From a dataset of Full USPTO retrosynthesis dataset with 1.9M reactions from patents (1976-2016). Predict the reactants needed to synthesize the given product. (1) Given the product [F:32][C:33]([F:38])([F:37])[C:34]([OH:36])=[O:35].[C:1]1([NH:7][C:8]([NH:9][C:10]2[CH:30]=[CH:29][C:13]([C:14]([N:16]3[CH2:21][CH2:20][NH:19][CH2:18][CH2:17]3)=[O:15])=[CH:12][CH:11]=2)=[O:31])[CH:2]=[CH:3][CH:4]=[CH:5][CH:6]=1, predict the reactants needed to synthesize it. The reactants are: [C:1]1([NH:7][C:8](=[O:31])[NH:9][C:10]2[CH:30]=[CH:29][C:13]([C:14]([N:16]3[CH2:21][CH2:20][N:19](C(OC(C)(C)C)=O)[CH2:18][CH2:17]3)=[O:15])=[CH:12][CH:11]=2)[CH:6]=[CH:5][CH:4]=[CH:3][CH:2]=1.[F:32][C:33]([F:38])([F:37])[C:34]([OH:36])=[O:35]. (2) Given the product [CH:11]12[CH:20]3[CH2:21][CH:17]([CH:18]=[CH:19]3)[CH:16]1[CH:15]1[CH2:22][CH:12]2[CH:13]([C:23]([O:7][CH2:6][CH2:5][CH2:4][C:3]([CH2:8][CH3:9])([OH:10])[CH2:1][CH3:2])=[O:24])[CH2:14]1, predict the reactants needed to synthesize it. The reactants are: [CH2:1]([C:3]([OH:10])([CH2:8][CH3:9])[CH2:4][CH2:5][CH2:6][OH:7])[CH3:2].[CH:11]12[CH:20]3[CH2:21][CH:17]([CH:18]=[CH:19]3)[CH:16]1[CH:15]1[CH2:22][CH:12]2[CH:13]([C:23](OC)=[O:24])[CH2:14]1. (3) Given the product [CH:35]([OH:36])=[O:34].[C:26]([C:25]1[CH:28]=[C:21]([C:19]2[O:18][N:17]=[C:16]([C:14]3[CH:13]=[CH:12][C:9]4[CH2:10][CH2:11][N:5]([CH2:4][CH2:3][CH2:2][NH:1][C:39](=[O:34])[CH2:40][CH3:41])[CH2:6][CH2:7][C:8]=4[CH:15]=3)[N:20]=2)[CH:22]=[CH:23][C:24]=1[O:29][CH:30]([CH3:32])[CH3:31])#[N:27], predict the reactants needed to synthesize it. The reactants are: [NH2:1][CH2:2][CH2:3][CH2:4][N:5]1[CH2:11][CH2:10][C:9]2[CH:12]=[CH:13][C:14]([C:16]3[N:20]=[C:19]([C:21]4[CH:22]=[CH:23][C:24]([O:29][CH:30]([CH3:32])[CH3:31])=[C:25]([CH:28]=4)[C:26]#[N:27])[O:18][N:17]=3)=[CH:15][C:8]=2[CH2:7][CH2:6]1.C[O:34][C:35](Cl)=[O:36].N1C=C[CH:41]=[CH:40][CH:39]=1. (4) Given the product [F:5][C:6]1[CH:7]=[C:8]([CH:15]([CH3:19])[C:16]([O:18][CH3:20])=[O:17])[CH:9]=[C:10]([F:14])[C:11]=1[OH:12], predict the reactants needed to synthesize it. The reactants are: BrB(Br)Br.[F:5][C:6]1[CH:7]=[C:8]([CH:15]([CH3:19])[C:16]([OH:18])=[O:17])[CH:9]=[C:10]([F:14])[C:11]=1[O:12]C.[CH3:20]O. (5) Given the product [Br:1][C:2]1[CH:3]=[C:4]2[C:8](=[CH:9][CH:10]=1)[C:7](=[O:11])[N:6]([C:12]([CH3:18])([CH3:17])[CH2:13][C:14]([O:16][C:19]([CH3:22])([CH3:21])[CH3:20])=[O:15])[CH2:5]2, predict the reactants needed to synthesize it. The reactants are: [Br:1][C:2]1[CH:3]=[C:4]2[C:8](=[CH:9][CH:10]=1)[C:7](=[O:11])[N:6]([C:12]([CH3:18])([CH3:17])[CH2:13][C:14]([OH:16])=[O:15])[CH2:5]2.[C:19](OC(=N)C(Cl)(Cl)Cl)([CH3:22])([CH3:21])[CH3:20]. (6) Given the product [CH2:1]([O:8][C:9]1[CH:14]=[CH:13][C:12]([CH:15]([OH:33])[CH2:16][N:17]2[CH2:18][CH2:19][C:20]([C:23]3[CH:24]=[CH:25][C:26]([CH2:29][O:30][CH3:31])=[CH:27][CH:28]=3)([OH:32])[CH2:21][CH2:22]2)=[CH:11][C:10]=1[Cl:34])[C:2]1[CH:3]=[CH:4][CH:5]=[CH:6][CH:7]=1, predict the reactants needed to synthesize it. The reactants are: [CH2:1]([O:8][C:9]1[CH:14]=[CH:13][C:12]([C:15](=[O:33])[CH2:16][N:17]2[CH2:22][CH2:21][C:20]([OH:32])([C:23]3[CH:28]=[CH:27][C:26]([CH2:29][O:30][CH3:31])=[CH:25][CH:24]=3)[CH2:19][CH2:18]2)=[CH:11][C:10]=1[Cl:34])[C:2]1[CH:7]=[CH:6][CH:5]=[CH:4][CH:3]=1.C(OC1C=CC(C(O)CN2CCC(C3C=NC(OC)=CC=3)(O)CC2)=CC=1Cl)C1C=CC=CC=1.OC(C1C=C(C)C(O)=CC=1C)CN1CCC(C2C=CC(COC)=CC=2)(O)CC1. (7) Given the product [F:13][C:14]1[C:23]2[C:18](=[CH:19][CH:20]=[CH:21][CH:22]=2)[C:17]([S:24]([NH:1][C:2]2[CH:11]=[CH:10][C:5]([C:6]([O:8][CH3:9])=[O:7])=[C:4]([OH:12])[CH:3]=2)(=[O:26])=[O:25])=[CH:16][CH:15]=1, predict the reactants needed to synthesize it. The reactants are: [NH2:1][C:2]1[CH:3]=[C:4]([OH:12])[C:5](=[CH:10][CH:11]=1)[C:6]([O:8][CH3:9])=[O:7].[F:13][C:14]1[C:23]2[C:18](=[CH:19][CH:20]=[CH:21][CH:22]=2)[C:17]([S:24](Cl)(=[O:26])=[O:25])=[CH:16][CH:15]=1. (8) Given the product [CH2:22]([N:14]([C:12]1[CH:13]=[C:8]([O:7][CH2:3][C:4]#[C:5][CH3:6])[N:9]=[CH:10][N:11]=1)[C:15]1[CH:20]=[CH:19][CH:18]=[CH:17][CH:16]=1)[CH2:23][CH3:24], predict the reactants needed to synthesize it. The reactants are: [H-].[Na+].[CH2:3]([O:7][C:8]1[CH:13]=[C:12]([NH:14][C:15]2[CH:20]=[CH:19][CH:18]=[CH:17][CH:16]=2)[N:11]=[CH:10][N:9]=1)[C:4]#[C:5][CH3:6].I[CH2:22][CH2:23][CH3:24].[Cl-].[NH4+]. (9) Given the product [F:8][C:6]1[CH:7]=[C:2]([I:26])[CH:3]=[C:4]([F:25])[C:5]=1[C:9]([N:11]1[CH2:16][CH2:15][N:14]([C:17]2[C:22]([CH3:23])=[CH:21][C:20]([CH3:24])=[CH:19][N:18]=2)[CH2:13][CH2:12]1)=[O:10], predict the reactants needed to synthesize it. The reactants are: Br[C:2]1[CH:7]=[C:6]([F:8])[C:5]([C:9]([N:11]2[CH2:16][CH2:15][N:14]([C:17]3[C:22]([CH3:23])=[CH:21][C:20]([CH3:24])=[CH:19][N:18]=3)[CH2:13][CH2:12]2)=[O:10])=[C:4]([F:25])[CH:3]=1.[I-:26].[Na+]. (10) Given the product [CH:1]1([CH2:7][NH:12][CH2:10][CH3:11])[CH2:6][CH2:5][CH2:4][CH2:3][CH2:2]1, predict the reactants needed to synthesize it. The reactants are: [CH:1]1([CH:7]=O)[CH2:6][CH2:5][CH2:4][CH2:3][CH2:2]1.Cl.[CH2:10]([NH:12]CC)[CH3:11].C(O)(=O)C.[OH-].[Na+].